Dataset: Forward reaction prediction with 1.9M reactions from USPTO patents (1976-2016). Task: Predict the product of the given reaction. (1) Given the reactants [Cl:1][C:2]1[CH:3]=[C:4]([CH:23]=[CH:24][C:25]=1[F:26])[CH2:5][N:6]1[CH2:15][CH2:14][C:13]2[C:12]([C:16]([O:18][CH2:19][CH3:20])=[O:17])=[N:11][CH:10]=[C:9]([OH:21])[C:8]=2[C:7]1=[O:22].C([O-])(=[O:29])C.[Na+].C(OO)(=O)C.OS([O-])(=O)=O.[Na+], predict the reaction product. The product is: [Cl:1][C:2]1[CH:3]=[C:4]([CH:23]=[CH:24][C:25]=1[F:26])[CH2:5][N:6]1[CH2:15][CH2:14][C:13]2[C:12]([C:16]([O:18][CH2:19][CH3:20])=[O:17])=[N:11][C:10]([OH:29])=[C:9]([OH:21])[C:8]=2[C:7]1=[O:22]. (2) Given the reactants [CH3:1][C:2]1[CH:7]=[CH:6][CH:5]=[CH:4][C:3]=1[N:8]1[C:20](=[O:21])[C:11]2=[CH:12][NH:13][C:14]3[CH:15]=[CH:16][CH:17]=[CH:18][C:19]=3[C:10]2=[N:9]1.Br[C:23]1[CH:28]=[CH:27][C:26]([CH2:29][C:30]2[NH:31][C:32]3[C:33](F)=CC=C(F)[C:37]=3[C:38]3C=2C(=O)N(C2C=CC=CC=2F)N=3)=[C:25](F)[CH:24]=1.C1(B(O)O)C=CC=CC=1.C(N1C=C(B2OC(C)(C)C(C)(C)O2)C=N1)C(C)C, predict the reaction product. The product is: [CH3:1][C:2]1[CH:7]=[CH:6][CH:5]=[CH:4][C:3]=1[N:8]1[C:20](=[O:21])[C:11]2=[CH:12][N:13]([CH2:33][C:32]3[CH:37]=[CH:38][C:29]([C:26]4[CH:25]=[CH:24][CH:23]=[CH:28][CH:27]=4)=[CH:30][N:31]=3)[C:14]3[CH:15]=[CH:16][CH:17]=[CH:18][C:19]=3[C:10]2=[N:9]1. (3) Given the reactants CC1(C)C(C)(C)OB([C:9]2[C:18]3[O:17][CH2:16][CH2:15][N:14]([C:19]([O:21][C:22]([CH3:25])([CH3:24])[CH3:23])=[O:20])[CH2:13][C:12]=3[S:11][CH:10]=2)O1.Br[C:28]([C:30]([F:33])([F:32])[F:31])=[CH2:29].C(=O)([O-])[O-].[Na+].[Na+].C(COC)OC, predict the reaction product. The product is: [F:31][C:30]([F:33])([F:32])[C:28]([C:9]1[C:18]2[O:17][CH2:16][CH2:15][N:14]([C:19]([O:21][C:22]([CH3:23])([CH3:24])[CH3:25])=[O:20])[CH2:13][C:12]=2[S:11][CH:10]=1)=[CH2:29].